Predict the reaction yield, written as a fraction of the theoretical maximum amount of product (1.0 means a 100% yield; for example, 0.34 means a 34% yield). From a dataset of Reaction yield outcomes from USPTO patents with 853,638 reactions. (1) The reactants are [N+:1]([C:4]1[CH:5]=[CH:6][C:7]([CH:10]=O)=[N:8][CH:9]=1)([O-:3])=[O:2].[CH3:12][O:13][C@H:14]1[CH2:18][CH2:17][N:16](CC2N=CC(N)=CC=2)[CH2:15]1.CO[C@H]1CCNC1.C(O)(=O)C.C(O[BH-](OC(=O)C)OC(=O)C)(=O)C.[Na+].C([O-])(O)=O.[Na+]. The catalyst is ClCCl.O. The product is [CH3:12][O:13][C@H:14]1[CH2:18][CH2:17][N:16]([CH2:10][C:7]2[CH:6]=[CH:5][C:4]([N+:1]([O-:3])=[O:2])=[CH:9][N:8]=2)[CH2:15]1. The yield is 0.400. (2) The reactants are [C:1]([O:5][C:6](=[O:21])[NH:7][C@@H:8]1[CH2:20][C:11]2[NH:12][C:13]3[CH:14]=[CH:15][C:16](Br)=[CH:17][C:18]=3[C:10]=2[CH2:9]1)([CH3:4])([CH3:3])[CH3:2].[CH3:22][N:23](C=O)C. The catalyst is [C-]#N.[Zn+2].[C-]#N.C([O-])(=O)C.[Zn+2].C([O-])(=O)C.C1(P(C2C=CC=CC=2)[C-]2C=CC=C2)C=CC=CC=1.[C-]1(P(C2C=CC=CC=2)C2C=CC=CC=2)C=CC=C1.[Fe+2].[Pd](Cl)Cl.[Zn]. The product is [C:1]([O:5][C:6](=[O:21])[NH:7][C@@H:8]1[CH2:20][C:11]2[NH:12][C:13]3[CH:14]=[CH:15][C:16]([C:22]#[N:23])=[CH:17][C:18]=3[C:10]=2[CH2:9]1)([CH3:4])([CH3:3])[CH3:2]. The yield is 0.690. (3) The reactants are [F:1][C:2]1[CH:3]=[CH:4][C:5]([N:8]2[C:16]3[CH:15]=[CH:14][N:13]=[CH:12][C:11]=3[N:10]=[CH:9]2)=[N:6][CH:7]=1.[CH3:17][Mg+].[Br-].[Cl:20][C:21]1[C:29]([C:30]([F:33])([F:32])[F:31])=[CH:28][CH:27]=[CH:26][C:22]=1[C:23](Cl)=[O:24].[NH4+].[Cl-]. The catalyst is C1COCC1. The product is [Cl:20][C:21]1[C:29]([C:30]([F:33])([F:32])[F:31])=[CH:28][CH:27]=[CH:26][C:22]=1[C:23]([N:13]1[CH:14]=[CH:15][C:16]2[N:8]([C:5]3[CH:4]=[CH:3][C:2]([F:1])=[CH:7][N:6]=3)[CH:9]=[N:10][C:11]=2[CH:12]1[CH3:17])=[O:24]. The yield is 0.820. (4) The reactants are [F:1][C:2]1([F:20])[CH2:5][CH:4]([CH2:6][CH:7]([NH:10][C:11](=[O:19])[O:12][CH2:13][CH2:14][Si:15]([CH3:18])([CH3:17])[CH3:16])[CH2:8]O)[CH2:3]1.C[CH2:22][N:23](C(C)C)C(C)C.CS(Cl)(=O)=O.[CH3:35][C:36]([O:39][C:40]([O:42]C(OC(C)(C)C)=O)=O)([CH3:38])[CH3:37]. The catalyst is C(Cl)Cl. The product is [CH3:16][Si:15]([CH3:18])([CH3:17])[CH2:14][CH2:13][O:12][C:11]([NH:10][CH:7]([CH2:8][N:23]([C:40]([O:39][C:36]([CH3:38])([CH3:37])[CH3:35])=[O:42])[CH3:22])[CH2:6][CH:4]1[CH2:5][C:2]([F:20])([F:1])[CH2:3]1)=[O:19]. The yield is 0.150. (5) The reactants are Cl.CN(C)CCCN=C=NCC.[CH2:13]([N:15]1[C:21](=[O:22])[C:20]([CH3:24])([CH3:23])[C:19](=[O:25])[N:18]([CH3:26])[C:17]2[CH:27]=[C:28]([O:31][CH2:32][CH2:33][CH2:34][NH:35][CH2:36][CH2:37][C:38]3[CH:39]=[N:40][CH:41]=[CH:42][CH:43]=3)[CH:29]=[CH:30][C:16]1=2)[CH3:14].[C:44](O)(=[O:51])[C:45]1[CH:50]=[CH:49][N:48]=[CH:47][CH:46]=1.ON1C2C=CC=CC=2N=N1. The catalyst is C(#N)C. The product is [CH2:13]([N:15]1[C:21](=[O:22])[C:20]([CH3:24])([CH3:23])[C:19](=[O:25])[N:18]([CH3:26])[C:17]2[CH:27]=[C:28]([O:31][CH2:32][CH2:33][CH2:34][N:35]([CH2:36][CH2:37][C:38]3[CH:39]=[N:40][CH:41]=[CH:42][CH:43]=3)[C:44](=[O:51])[C:45]3[CH:50]=[CH:49][N:48]=[CH:47][CH:46]=3)[CH:29]=[CH:30][C:16]1=2)[CH3:14]. The yield is 0.560. (6) The reactants are Br[CH:2]1[CH2:7][CH2:6][O:5][CH:4]([C:8]2[CH:16]=[CH:15][C:11]3[O:12][CH2:13][O:14][C:10]=3[CH:9]=2)[CH2:3]1.[N-:17]=[N+:18]=[N-:19].[Na+]. The catalyst is CN(C)C=O. The product is [N:17]([CH:2]1[CH2:7][CH2:6][O:5][CH:4]([C:8]2[CH:16]=[CH:15][C:11]3[O:12][CH2:13][O:14][C:10]=3[CH:9]=2)[CH2:3]1)=[N+:18]=[N-:19]. The yield is 0.870. (7) The yield is 0.950. The catalyst is ClCCl. The reactants are [Br:1][C:2]1[CH:3]=[C:4]2[CH2:12][CH2:11][C:10]3[CH:13]=[C:14]([Cl:17])[CH:15]=[CH:16][C:9]=3[CH:8]([N:18]3[CH2:23][CH2:22][N:21]([C:24](=[O:32])[CH2:25][CH:26]4[CH2:31][CH2:30][NH:29][CH2:28][CH2:27]4)[CH2:20][CH2:19]3)[C:5]2=[N:6][CH:7]=1.[CH2:33]([N:36]=[C:37]=[O:38])[CH2:34][CH3:35]. The product is [Br:1][C:2]1[CH:3]=[C:4]2[CH2:12][CH2:11][C:10]3[CH:13]=[C:14]([Cl:17])[CH:15]=[CH:16][C:9]=3[CH:8]([N:18]3[CH2:19][CH2:20][N:21]([C:24](=[O:32])[CH2:25][CH:26]4[CH2:31][CH2:30][N:29]([C:37]([NH:36][CH2:33][CH2:34][CH3:35])=[O:38])[CH2:28][CH2:27]4)[CH2:22][CH2:23]3)[C:5]2=[N:6][CH:7]=1.